Dataset: Full USPTO retrosynthesis dataset with 1.9M reactions from patents (1976-2016). Task: Predict the reactants needed to synthesize the given product. (1) The reactants are: [CH3:1][C:2]1[N:3]([C:8]2[N:13]=[C:12]([C:14]3[CH:21]=[CH:20][C:17]([CH:18]=O)=[CH:16][CH:15]=3)[CH:11]=[C:10]([CH3:22])[CH:9]=2)[C:4]([CH3:7])=[CH:5][CH:6]=1.[CH3:23][NH:24][CH2:25][CH2:26][NH:27][CH3:28]. Given the product [CH3:1][C:2]1[N:3]([C:8]2[N:13]=[C:12]([C:14]3[CH:21]=[CH:20][C:17]([CH2:18][N:24]([CH3:23])[CH2:25][CH2:26][NH:27][CH3:28])=[CH:16][CH:15]=3)[CH:11]=[C:10]([CH3:22])[CH:9]=2)[C:4]([CH3:7])=[CH:5][CH:6]=1, predict the reactants needed to synthesize it. (2) Given the product [F:1][C:2]([F:22])([F:21])[C:3]1[CH:4]=[C:5]([N:13]2[CH2:19][CH2:18][CH2:17][S:14]2(=[O:16])=[O:15])[CH:6]=[C:7]([C:9]([F:12])([F:11])[F:10])[CH:8]=1, predict the reactants needed to synthesize it. The reactants are: [F:1][C:2]([F:22])([F:21])[C:3]1[CH:4]=[C:5]([NH:13][S:14]([CH2:17][CH2:18][CH2:19]Cl)(=[O:16])=[O:15])[CH:6]=[C:7]([C:9]([F:12])([F:11])[F:10])[CH:8]=1.[H-].[Na+].[Cl-].[NH4+].